Dataset: Forward reaction prediction with 1.9M reactions from USPTO patents (1976-2016). Task: Predict the product of the given reaction. (1) Given the reactants [O:1]1[CH2:6][CH:5]=[C:4]([C:7]2[CH:8]=[CH:9][C:10]([N+:13]([O-])=O)=[N:11][CH:12]=2)[CH2:3][CH2:2]1.[H][H], predict the reaction product. The product is: [O:1]1[CH2:2][CH:3]=[C:4]([C:7]2[CH:8]=[CH:9][C:10]([NH2:13])=[N:11][CH:12]=2)[CH2:5][CH2:6]1. (2) The product is: [CH2:1]([C:3]1[C:4]([F:14])=[CH:5][N:6]=[C:7]2[C:12]=1[N:11]=[C:10]([O:13][CH2:19][CH:18]=[CH2:17])[CH:9]=[CH:8]2)[CH3:2]. Given the reactants [CH2:1]([C:3]1[C:4]([F:14])=[CH:5][N:6]=[C:7]2[C:12]=1[NH:11][C:10](=[O:13])[CH:9]=[CH:8]2)[CH3:2].[H-].[Na+].[CH2:17](I)[CH:18]=[CH2:19].O, predict the reaction product. (3) Given the reactants [CH2:1]([O:3][CH:4]([C:11]1[CH:16]=[CH:15][C:14]([OH:17])=[CH:13][CH:12]=1)[CH2:5][C:6]([O:8][CH2:9][CH3:10])=[O:7])[CH3:2].[N+:18]([C:21]1[CH:22]=[C:23]([CH:26]=[CH:27][CH:28]=1)[CH2:24]O)([O-:20])=[O:19].C(=O)([O-])[O-].[K+].[K+], predict the reaction product. The product is: [CH2:1]([O:3][CH:4]([C:11]1[CH:12]=[CH:13][C:14]([O:17][CH2:24][C:23]2[CH:26]=[CH:27][CH:28]=[C:21]([N+:18]([O-:20])=[O:19])[CH:22]=2)=[CH:15][CH:16]=1)[CH2:5][C:6]([O:8][CH2:9][CH3:10])=[O:7])[CH3:2]. (4) Given the reactants [C:1]([O:4][C@@H:5]1[C@@H:18]([O:19][C:20](=[O:22])[CH3:21])[C@H:17]([O:23][C:24](=[O:26])[CH3:25])[CH2:16][S:15][C@H:6]1[O:7][C:8]1[CH:13]=[CH:12][CH:11]=[CH:10][C:9]=1Br)(=[O:3])[CH3:2].[N:27]1[CH:32]=[CH:31][C:30](B(O)O)=[CH:29][CH:28]=1, predict the reaction product. The product is: [C:1]([O:4][C@@H:5]1[C@@H:18]([O:19][C:20](=[O:22])[CH3:21])[C@H:17]([O:23][C:24](=[O:26])[CH3:25])[CH2:16][S:15][C@H:6]1[O:7][C:8]1[CH:13]=[CH:12][CH:11]=[CH:10][C:9]=1[C:30]1[CH:31]=[CH:32][N:27]=[CH:28][CH:29]=1)(=[O:3])[CH3:2]. (5) Given the reactants [F:1][C:2]1[CH:7]=[C:6]([CH3:8])[CH:5]=[CH:4][C:3]=1[N+:9]([O-:11])=[O:10].CO[CH:14](OC)[N:15]([CH3:17])[CH3:16], predict the reaction product. The product is: [F:1][C:2]1[CH:7]=[C:6]([CH:8]=[CH:14][N:15]([CH3:17])[CH3:16])[CH:5]=[CH:4][C:3]=1[N+:9]([O-:11])=[O:10]. (6) Given the reactants C([NH:5][C:6](=O)[CH2:7][Cl:8])(C)(C)C.[C:10](Cl)(=[O:15])[C:11]([CH3:14])([CH3:13])[CH3:12], predict the reaction product. The product is: [Cl:8][CH2:7][CH2:6][NH:5][C:10](=[O:15])[C:11]([CH3:14])([CH3:13])[CH3:12]. (7) The product is: [Br:1][C:2]1[CH:3]=[C:4]2[C:14](=[CH:15][CH:16]=1)[O:13][C:7]1[CH:8]=[N:9][C:10]([Cl:12])=[CH:11][C:6]=1[C:5]2([NH:17][S:18]([C:20]([CH3:23])([CH3:22])[CH3:21])=[O:19])[CH2:24][CH2:25][OH:26]. Given the reactants [Br:1][C:2]1[CH:3]=[C:4]2[C:14](=[CH:15][CH:16]=1)[O:13][C:7]1[CH:8]=[N:9][C:10]([Cl:12])=[CH:11][C:6]=1[C:5]2([CH2:24][C:25](OC(C)(C)C)=[O:26])[NH:17][S:18]([C:20]([CH3:23])([CH3:22])[CH3:21])=[O:19].[H-].C([Al+]CC(C)C)C(C)C, predict the reaction product.